This data is from Full USPTO retrosynthesis dataset with 1.9M reactions from patents (1976-2016). The task is: Predict the reactants needed to synthesize the given product. (1) Given the product [Cl:26][C:25]1[CH:24]=[CH:23][C:4]([O:5][CH:6]2[CH2:7][CH2:8][N:9]([S:12]([C:15]3[C:16]([CH3:22])=[N:17][N:18]([CH3:21])[C:19]=3[CH3:20])(=[O:14])=[O:13])[CH:10]([CH3:27])[CH2:11]2)=[CH:3][CH:2]=1, predict the reactants needed to synthesize it. The reactants are: Cl[C:2]1[CH:3]=[C:4]([CH:23]=[CH:24][C:25]=1[Cl:26])[O:5][CH:6]1[CH2:11][CH2:10][N:9]([S:12]([C:15]2[C:16]([CH3:22])=[N:17][N:18]([CH3:21])[C:19]=2[CH3:20])(=[O:14])=[O:13])[CH2:8][CH2:7]1.[CH3:27]N1C(C)=C(S(Cl)(=O)=O)C(C)=N1.Cl.ClC1C=CC(OC2CCNC(C)C2)=CC=1. (2) Given the product [CH3:1][N:2]([CH3:6])[CH2:3][CH2:4][NH:5][C:41]([C:8]1[CH:9]=[C:10]2[C:19](=[C:20]3[C:25]=1[CH:24]=[CH:23][CH:22]=[N:21]3)[NH:18][S:17](=[O:27])(=[O:26])[C:16]1[C:11]2=[CH:12][CH:13]=[CH:14][CH:15]=1)=[O:42], predict the reactants needed to synthesize it. The reactants are: [CH3:1][N:2]([CH3:6])[CH2:3][CH2:4][NH2:5].Br[C:8]1[CH:9]=[C:10]2[C:19](=[C:20]3[C:25]=1[CH:24]=[CH:23][CH:22]=[N:21]3)[NH:18][S:17](=[O:27])(=[O:26])[C:16]1[C:11]2=[CH:12][CH:13]=[CH:14][CH:15]=1.C1CCN2C(=NCCC2)CC1.C1C[O:42][CH2:41]C1. (3) Given the product [Si:20]([O:23][CH2:24][CH2:25][C:26]1[C:27]([F:32])=[C:28]([CH:29]=[CH:30][CH:31]=1)[CH:36]=[O:37])([C:16]([CH3:19])([CH3:17])[CH3:18])([CH3:21])[CH3:22], predict the reactants needed to synthesize it. The reactants are: CC1(C)CCCC(C)(C)N1.C([Li])CCC.[C:16]([Si:20]([O:23][CH2:24][CH2:25][C:26]1[CH:31]=[CH:30][CH:29]=[CH:28][C:27]=1[F:32])([CH3:22])[CH3:21])([CH3:19])([CH3:18])[CH3:17].CN([CH:36]=[O:37])C.